This data is from NCI-60 drug combinations with 297,098 pairs across 59 cell lines. The task is: Regression. Given two drug SMILES strings and cell line genomic features, predict the synergy score measuring deviation from expected non-interaction effect. (1) Drug 1: CCN(CC)CCCC(C)NC1=C2C=C(C=CC2=NC3=C1C=CC(=C3)Cl)OC. Drug 2: C1CN(CCN1C(=O)CCBr)C(=O)CCBr. Cell line: COLO 205. Synergy scores: CSS=44.7, Synergy_ZIP=-4.19, Synergy_Bliss=-1.71, Synergy_Loewe=-0.170, Synergy_HSA=2.58. (2) Drug 1: CC1=CC=C(C=C1)C2=CC(=NN2C3=CC=C(C=C3)S(=O)(=O)N)C(F)(F)F. Drug 2: C1=NNC2=C1C(=O)NC=N2. Cell line: SW-620. Synergy scores: CSS=-6.73, Synergy_ZIP=9.85, Synergy_Bliss=3.25, Synergy_Loewe=-5.35, Synergy_HSA=-3.99. (3) Drug 1: CCCCCOC(=O)NC1=NC(=O)N(C=C1F)C2C(C(C(O2)C)O)O. Drug 2: C#CCC(CC1=CN=C2C(=N1)C(=NC(=N2)N)N)C3=CC=C(C=C3)C(=O)NC(CCC(=O)O)C(=O)O. Cell line: PC-3. Synergy scores: CSS=69.4, Synergy_ZIP=20.6, Synergy_Bliss=1.10, Synergy_Loewe=23.5, Synergy_HSA=0.814. (4) Drug 1: C1=NC2=C(N1)C(=S)N=CN2. Drug 2: CN(CCCl)CCCl.Cl. Cell line: MOLT-4. Synergy scores: CSS=64.0, Synergy_ZIP=-1.44, Synergy_Bliss=0.179, Synergy_Loewe=-9.27, Synergy_HSA=0.481. (5) Drug 1: CNC(=O)C1=CC=CC=C1SC2=CC3=C(C=C2)C(=NN3)C=CC4=CC=CC=N4. Drug 2: CN1C(=O)N2C=NC(=C2N=N1)C(=O)N. Cell line: SF-295. Synergy scores: CSS=2.53, Synergy_ZIP=-3.24, Synergy_Bliss=-6.54, Synergy_Loewe=-7.51, Synergy_HSA=-5.30. (6) Cell line: K-562. Synergy scores: CSS=34.1, Synergy_ZIP=-1.05, Synergy_Bliss=0.0488, Synergy_Loewe=-8.51, Synergy_HSA=2.20. Drug 1: C1CN1C2=NC(=NC(=N2)N3CC3)N4CC4. Drug 2: C1=NC2=C(N1)C(=S)N=C(N2)N. (7) Drug 1: CCC(=C(C1=CC=CC=C1)C2=CC=C(C=C2)OCCN(C)C)C3=CC=CC=C3.C(C(=O)O)C(CC(=O)O)(C(=O)O)O. Drug 2: CC1=C(N=C(N=C1N)C(CC(=O)N)NCC(C(=O)N)N)C(=O)NC(C(C2=CN=CN2)OC3C(C(C(C(O3)CO)O)O)OC4C(C(C(C(O4)CO)O)OC(=O)N)O)C(=O)NC(C)C(C(C)C(=O)NC(C(C)O)C(=O)NCCC5=NC(=CS5)C6=NC(=CS6)C(=O)NCCC[S+](C)C)O. Cell line: MDA-MB-435. Synergy scores: CSS=1.47, Synergy_ZIP=-1.68, Synergy_Bliss=-2.11, Synergy_Loewe=-2.86, Synergy_HSA=-1.10.